Task: Predict which catalyst facilitates the given reaction.. Dataset: Catalyst prediction with 721,799 reactions and 888 catalyst types from USPTO Reactant: [Br:1][C:2]1[CH:7]=[CH:6][C:5]([CH3:8])=[C:4]([I:9])[CH:3]=1.C(OOC(=O)C1C=CC=CC=1)(=O)C1C=CC=CC=1.C1C(=O)N([Br:35])C(=O)C1.CO. Product: [Br:1][C:2]1[CH:7]=[CH:6][C:5]([CH2:8][Br:35])=[C:4]([I:9])[CH:3]=1. The catalyst class is: 26.